Task: Predict which catalyst facilitates the given reaction.. Dataset: Catalyst prediction with 721,799 reactions and 888 catalyst types from USPTO (1) Reactant: [C:1]([C:3]1[C:4]([CH2:18][N:19]2[C:28](=[O:29])[C:27]3[C:22](=[CH:23][CH:24]=[CH:25][CH:26]=3)[N:21]=[CH:20]2)=[C:5]([C:14]([O:16]C)=[O:15])[S:6][C:7]=1[N:8]1[CH2:13][CH2:12][O:11][CH2:10][CH2:9]1)#[N:2].CO.[OH-].[Na+:33]. Product: [Na+:33].[C:1]([C:3]1[C:4]([CH2:18][N:19]2[C:28](=[O:29])[C:27]3[C:22](=[CH:23][CH:24]=[CH:25][CH:26]=3)[N:21]=[CH:20]2)=[C:5]([C:14]([O-:16])=[O:15])[S:6][C:7]=1[N:8]1[CH2:13][CH2:12][O:11][CH2:10][CH2:9]1)#[N:2]. The catalyst class is: 30. (2) Reactant: CS(Cl)(=O)=O.O[CH2:7][CH2:8][C:9]1[O:13][C:12]([C:14]([O:16][CH2:17][CH3:18])=[O:15])=[CH:11][C:10]=1[C:19]([O:21][CH3:22])=[O:20].C(N(CC)CC)C.[K].[C:31]1(=[O:41])[NH:35][C:34](=[O:36])[C:33]2=[CH:37][CH:38]=[CH:39][CH:40]=[C:32]12. Product: [CH2:17]([O:16][C:14]([C:12]1[O:13][C:9]([CH2:8][CH2:7][N:35]2[C:34](=[O:36])[C:33]3=[CH:37][CH:38]=[CH:39][CH:40]=[C:32]3[C:31]2=[O:41])=[C:10]([C:19]([O:21][CH3:22])=[O:20])[CH:11]=1)=[O:15])[CH3:18]. The catalyst class is: 280. (3) Reactant: [Cl:1][C:2]1[CH:11]=[CH:10][C:5]2[C:6](=O)[CH2:7][O:8][C:4]=2[CH:3]=1.[BH4-].[Na+]. Product: [Cl:1][C:2]1[CH:11]=[CH:10][C:5]2[CH:6]=[CH:7][O:8][C:4]=2[CH:3]=1. The catalyst class is: 5.